The task is: Predict the product of the given reaction.. This data is from Forward reaction prediction with 1.9M reactions from USPTO patents (1976-2016). The product is: [C:37]([C:34]1[CH:35]=[CH:36][C:31]([NH:30][C:28](=[O:29])[NH:27][CH2:26][C:22]2[CH:21]=[C:20]([NH:19][C:18]([C:13]3[CH:14]=[C:15]4[C:10](=[CH:11][CH:12]=3)[CH2:9][NH:8][CH2:17][CH2:16]4)=[O:39])[CH:25]=[CH:24][CH:23]=2)=[CH:32][CH:33]=1)#[N:38]. Given the reactants C(OC([N:8]1[CH2:17][CH2:16][C:15]2[C:10](=[CH:11][CH:12]=[C:13]([C:18](=[O:39])[NH:19][C:20]3[CH:25]=[CH:24][CH:23]=[C:22]([CH2:26][NH:27][C:28]([NH:30][C:31]4[CH:36]=[CH:35][C:34]([C:37]#[N:38])=[CH:33][CH:32]=4)=[O:29])[CH:21]=3)[CH:14]=2)[CH2:9]1)=O)(C)(C)C.C(O)(C(F)(F)F)=O, predict the reaction product.